This data is from Reaction yield outcomes from USPTO patents with 853,638 reactions. The task is: Predict the reaction yield, written as a fraction of the theoretical maximum amount of product (1.0 means a 100% yield; for example, 0.34 means a 34% yield). (1) The reactants are [NH:1]1[CH2:4][CH:3]([C:5]2[C:6]([O:11][C:12]3[CH:17]=[CH:16][C:15]([C:18]([C:20]4[NH:24][C:23]5[CH:25]=[CH:26][CH:27]=[CH:28][C:22]=5[N:21]=4)=[O:19])=[CH:14][CH:13]=3)=[N:7][CH:8]=[CH:9][N:10]=2)[CH2:2]1.C(N(CC)CC)C.N1([C:41](=[O:43])[CH3:42])C=CN=C1.C([O-])(O)=O.[Na+]. The catalyst is CN(C=O)C. The product is [NH:24]1[C:23]2[CH:25]=[CH:26][CH:27]=[CH:28][C:22]=2[N:21]=[C:20]1[C:18]([C:15]1[CH:16]=[CH:17][C:12]([O:11][C:6]2[C:5]([CH:3]3[CH2:4][N:1]([C:41](=[O:43])[CH3:42])[CH2:2]3)=[N:10][CH:9]=[CH:8][N:7]=2)=[CH:13][CH:14]=1)=[O:19]. The yield is 0.360. (2) The reactants are [Cl:1][C:2]1[N:7]=[C:6](Cl)[C:5]([Cl:9])=[CH:4][N:3]=1.[NH2:10][C:11]1[CH:22]=[CH:21][CH:20]=[CH:19][C:12]=1[C:13]([NH:15][CH2:16][CH2:17][OH:18])=[O:14].C(N(C(C)C)CC)(C)C. The catalyst is C(O)(C)C. The product is [Cl:1][C:2]1[N:7]=[C:6]([NH:10][C:11]2[CH:22]=[CH:21][CH:20]=[CH:19][C:12]=2[C:13]([NH:15][CH2:16][CH2:17][OH:18])=[O:14])[C:5]([Cl:9])=[CH:4][N:3]=1. The yield is 0.890.